This data is from Forward reaction prediction with 1.9M reactions from USPTO patents (1976-2016). The task is: Predict the product of the given reaction. Given the reactants [F:1][C:2]1[CH:7]=[CH:6][C:5]([C@@H:8]([OH:30])[CH2:9][CH2:10][C@@H:11]2[C@@H:14]([C:15]3[CH:20]=[CH:19][C:18]([I:21])=[CH:17][CH:16]=3)[N:13]([C:22]3[CH:27]=[CH:26][C:25]([OH:28])=[CH:24][CH:23]=3)[C:12]2=[O:29])=[CH:4][CH:3]=1.C1C=CC(N([S:38]([C:41]([F:44])([F:43])[F:42])(=[O:40])=[O:39])[S:38]([C:41]([F:44])([F:43])[F:42])(=[O:40])=[O:39])=CC=1.C(N(CC)CC)C, predict the reaction product. The product is: [F:42][C:41]([F:44])([F:43])[S:38]([O:28][C:25]1[CH:24]=[CH:23][C:22]([N:13]2[C:12](=[O:29])[C@H:11]([CH2:10][CH2:9][C@@H:8]([C:5]3[CH:6]=[CH:7][C:2]([F:1])=[CH:3][CH:4]=3)[OH:30])[C@H:14]2[C:15]2[CH:20]=[CH:19][C:18]([I:21])=[CH:17][CH:16]=2)=[CH:27][CH:26]=1)(=[O:40])=[O:39].